The task is: Regression. Given a peptide amino acid sequence and an MHC pseudo amino acid sequence, predict their binding affinity value. This is MHC class II binding data.. This data is from Peptide-MHC class II binding affinity with 134,281 pairs from IEDB. (1) The peptide sequence is SQDLELEWNLNGLQAY. The MHC is DRB1_0401 with pseudo-sequence DRB1_0401. The binding affinity (normalized) is 0.483. (2) The peptide sequence is SELYLYKVVKIEPLGVAP. The MHC is HLA-DQA10201-DQB10202 with pseudo-sequence HLA-DQA10201-DQB10202. The binding affinity (normalized) is 0.225.